From a dataset of NCI-60 drug combinations with 297,098 pairs across 59 cell lines. Regression. Given two drug SMILES strings and cell line genomic features, predict the synergy score measuring deviation from expected non-interaction effect. (1) Drug 1: C1=NC2=C(N=C(N=C2N1C3C(C(C(O3)CO)O)O)F)N. Drug 2: CC1=C(C(CCC1)(C)C)C=CC(=CC=CC(=CC(=O)O)C)C. Cell line: SK-OV-3. Synergy scores: CSS=9.88, Synergy_ZIP=-3.66, Synergy_Bliss=1.54, Synergy_Loewe=-0.168, Synergy_HSA=-0.134. (2) Drug 1: CS(=O)(=O)C1=CC(=C(C=C1)C(=O)NC2=CC(=C(C=C2)Cl)C3=CC=CC=N3)Cl. Drug 2: C1CC(=O)NC(=O)C1N2C(=O)C3=CC=CC=C3C2=O. Cell line: RXF 393. Synergy scores: CSS=11.8, Synergy_ZIP=-1.38, Synergy_Bliss=4.97, Synergy_Loewe=2.01, Synergy_HSA=3.87. (3) Drug 1: CC1=C2C(C(=O)C3(C(CC4C(C3C(C(C2(C)C)(CC1OC(=O)C(C(C5=CC=CC=C5)NC(=O)C6=CC=CC=C6)O)O)OC(=O)C7=CC=CC=C7)(CO4)OC(=O)C)O)C)OC(=O)C. Drug 2: C1CN(CCN1C(=O)CCBr)C(=O)CCBr. Cell line: 786-0. Synergy scores: CSS=50.6, Synergy_ZIP=-6.01, Synergy_Bliss=-5.17, Synergy_Loewe=-29.5, Synergy_HSA=-1.99. (4) Drug 1: CC1C(C(CC(O1)OC2CC(CC3=C2C(=C4C(=C3O)C(=O)C5=C(C4=O)C(=CC=C5)OC)O)(C(=O)CO)O)N)O.Cl. Drug 2: CC1C(C(CC(O1)OC2CC(CC3=C2C(=C4C(=C3O)C(=O)C5=CC=CC=C5C4=O)O)(C(=O)C)O)N)O. Cell line: ACHN. Synergy scores: CSS=54.2, Synergy_ZIP=-6.80, Synergy_Bliss=-6.84, Synergy_Loewe=-4.60, Synergy_HSA=-2.46. (5) Drug 1: CN(C(=O)NC(C=O)C(C(C(CO)O)O)O)N=O. Drug 2: CC1C(C(CC(O1)OC2CC(CC3=C2C(=C4C(=C3O)C(=O)C5=CC=CC=C5C4=O)O)(C(=O)C)O)N)O. Cell line: SK-MEL-28. Synergy scores: CSS=57.1, Synergy_ZIP=-2.70, Synergy_Bliss=-2.66, Synergy_Loewe=-3.41, Synergy_HSA=0.358.